Dataset: Forward reaction prediction with 1.9M reactions from USPTO patents (1976-2016). Task: Predict the product of the given reaction. (1) Given the reactants [CH2:1]([N:3]1[C:7]2[N:8]=[N:9][CH:10]=[C:11]([C:12]3[CH:17]=[CH:16][C:15]([F:18])=[C:14](I)[CH:13]=3)[C:6]=2[N:5]=[CH:4]1)[CH3:2].[CH2:20]([S:22]([C:25]1[CH:30]=[CH:29][C:28](B2OC(C)(C)C(C)(C)O2)=[C:27]([O:40][CH3:41])[CH:26]=1)(=[O:24])=[O:23])[CH3:21].C(=O)([O-])[O-].[Cs+].[Cs+], predict the reaction product. The product is: [CH2:1]([N:3]1[C:7]2[N:8]=[N:9][CH:10]=[C:11]([C:12]3[CH:13]=[C:14]([C:28]4[CH:29]=[CH:30][C:25]([S:22]([CH2:20][CH3:21])(=[O:24])=[O:23])=[CH:26][C:27]=4[O:40][CH3:41])[C:15]([F:18])=[CH:16][CH:17]=3)[C:6]=2[N:5]=[CH:4]1)[CH3:2]. (2) Given the reactants [CH3:1][O:2][C:3]1[CH:12]=[C:11]2[C:6]([C:7]([C:14]3[CH:19]=[CH:18][C:17]([C:20]4[N:21]=[N:22][N:23]([CH3:25])[N:24]=4)=[CH:16][CH:15]=3)=[N:8][NH:9][C:10]2=O)=[CH:5][CH:4]=1.P(Cl)(Cl)([Cl:28])=O, predict the reaction product. The product is: [Cl:28][C:10]1[C:11]2[C:6](=[CH:5][CH:4]=[C:3]([O:2][CH3:1])[CH:12]=2)[C:7]([C:14]2[CH:19]=[CH:18][C:17]([C:20]3[N:21]=[N:22][N:23]([CH3:25])[N:24]=3)=[CH:16][CH:15]=2)=[N:8][N:9]=1. (3) The product is: [Cl-:43].[NH2:7][CH2:8][CH2:9][CH2:10][N:11]([CH:21]([C:24]1[N:25]([CH2:35][C:36]2[CH:37]=[CH:38][CH:39]=[CH:40][CH:41]=2)[C:26](=[O:34])[C:27]2[C:32]([CH3:33])=[N:31][S:30][C:28]=2[N:29]=1)[CH2:22][CH3:23])[C:12](=[O:20])[C:13]1[CH:18]=[CH:17][C:16]([CH3:19])=[CH:15][CH:14]=1. Given the reactants C(OC(=O)[NH:7][CH2:8][CH2:9][CH2:10][N:11]([CH:21]([C:24]1[N:25]([CH2:35][C:36]2[CH:41]=[CH:40][CH:39]=[CH:38][CH:37]=2)[C:26](=[O:34])[C:27]2[C:32]([CH3:33])=[N:31][S:30][C:28]=2[N:29]=1)[CH2:22][CH3:23])[C:12](=[O:20])[C:13]1[CH:18]=[CH:17][C:16]([CH3:19])=[CH:15][CH:14]=1)(C)(C)C.[ClH:43], predict the reaction product. (4) Given the reactants [Br:1][C:2]1[CH:7]=[CH:6][C:5]([CH2:8][C:9]([C:11]2[CH:16]=[CH:15][CH:14]=[CH:13][CH:12]=2)=O)=[CH:4][CH:3]=1.[CH2:17]([O:19][C:20]1[CH:21]=[C:22]([CH:25]=[C:26]([N+:29]([O-:31])=[O:30])[C:27]=1[OH:28])[CH:23]=O)[CH3:18].[NH2:32][C:33]([NH2:35])=[O:34].Cl, predict the reaction product. The product is: [Br:1][C:2]1[CH:7]=[CH:6][C:5]([C:8]2[CH:23]([C:22]3[CH:25]=[C:26]([N+:29]([O-:31])=[O:30])[C:27]([OH:28])=[C:20]([O:19][CH2:17][CH3:18])[CH:21]=3)[NH:32][C:33](=[O:34])[NH:35][C:9]=2[C:11]2[CH:16]=[CH:15][CH:14]=[CH:13][CH:12]=2)=[CH:4][CH:3]=1.